This data is from Reaction yield outcomes from USPTO patents with 853,638 reactions. The task is: Predict the reaction yield, written as a fraction of the theoretical maximum amount of product (1.0 means a 100% yield; for example, 0.34 means a 34% yield). The product is [C:1]([CH2:3][C:4]([NH:15][CH2:14][C:13]1[CH:16]=[CH:17][C:10]([CH2:8][CH3:9])=[CH:11][C:12]=1[F:18])=[O:6])#[N:2]. The reactants are [C:1]([CH2:3][C:4]([O:6]C)=O)#[N:2].[CH2:8]([C:10]1[CH:17]=[CH:16][C:13]([CH2:14][NH2:15])=[C:12]([F:18])[CH:11]=1)[CH3:9]. The catalyst is C(O)C.CN(C1C=CN=CC=1)C. The yield is 0.400.